Dataset: Full USPTO retrosynthesis dataset with 1.9M reactions from patents (1976-2016). Task: Predict the reactants needed to synthesize the given product. (1) Given the product [CH3:28][N:27]([CH3:29])[C:25]([C:24]1[CH:30]=[CH:31][C:32]([O:7][C:8]2[C:13]3[S:14][CH:15]=[CH:16][C:12]=3[CH:11]=[C:10]([C:17]([NH:41][C:38]3[CH:39]=[CH:40][N:36]([CH3:35])[N:37]=3)=[O:19])[CH:9]=2)=[CH:33][C:23]=1[F:22])=[O:26], predict the reactants needed to synthesize it. The reactants are: C([O-])([O-])=O.[Cs+].[Cs+].[OH:7][C:8]1[C:13]2[S:14][CH:15]=[CH:16][C:12]=2[CH:11]=[C:10]([C:17]([O:19]CC)=O)[CH:9]=1.[F:22][C:23]1[CH:33]=[C:32](F)[CH:31]=[CH:30][C:24]=1[C:25]([N:27]([CH3:29])[CH3:28])=[O:26].[CH3:35][N:36]1[CH:40]=[CH:39][C:38]([NH2:41])=[N:37]1.CN(C(ON1N=NC2C=CC=NC1=2)=[N+](C)C)C.F[P-](F)(F)(F)(F)F. (2) Given the product [F:29][C:30]([F:37])([F:36])[S:31]([O-:34])(=[O:33])=[O:32].[CH3:30][N+:13]12[CH2:25][CH2:26][N:10]([CH2:11][CH2:12]1)[C@@H:9]([C:4]1[CH:5]=[CH:6][CH:7]=[CH:8][C:3]=1[C:2]([F:1])([F:27])[F:28])[C@@H:14]2[C:15]1[CH:20]=[CH:19][CH:18]=[CH:17][C:16]=1[C:21]([F:23])([F:24])[F:22], predict the reactants needed to synthesize it. The reactants are: [F:1][C:2]([F:28])([F:27])[C:3]1[CH:8]=[CH:7][CH:6]=[CH:5][C:4]=1[C@H:9]1[C@H:14]([C:15]2[CH:20]=[CH:19][CH:18]=[CH:17][C:16]=2[C:21]([F:24])([F:23])[F:22])[N:13]2[CH2:25][CH2:26][N:10]1[CH2:11][CH2:12]2.[F:29][C:30]([F:37])([F:36])[S:31]([O:34]C)(=[O:33])=[O:32].